Dataset: NCI-60 drug combinations with 297,098 pairs across 59 cell lines. Task: Regression. Given two drug SMILES strings and cell line genomic features, predict the synergy score measuring deviation from expected non-interaction effect. (1) Drug 1: CC1=C(C=C(C=C1)NC(=O)C2=CC=C(C=C2)CN3CCN(CC3)C)NC4=NC=CC(=N4)C5=CN=CC=C5. Drug 2: C1CC(=O)NC(=O)C1N2C(=O)C3=CC=CC=C3C2=O. Cell line: BT-549. Synergy scores: CSS=-6.56, Synergy_ZIP=-1.60, Synergy_Bliss=-8.66, Synergy_Loewe=-6.78, Synergy_HSA=-9.19. (2) Drug 1: COC1=CC(=CC(=C1O)OC)C2C3C(COC3=O)C(C4=CC5=C(C=C24)OCO5)OC6C(C(C7C(O6)COC(O7)C8=CC=CS8)O)O. Drug 2: C1=NC2=C(N1)C(=S)N=CN2. Cell line: UO-31. Synergy scores: CSS=33.3, Synergy_ZIP=-3.30, Synergy_Bliss=9.61, Synergy_Loewe=10.2, Synergy_HSA=9.78. (3) Drug 1: C1=CC(=C2C(=C1NCCNCCO)C(=O)C3=C(C=CC(=C3C2=O)O)O)NCCNCCO. Drug 2: C1C(C(OC1N2C=C(C(=O)NC2=O)F)CO)O. Cell line: SR. Synergy scores: CSS=84.9, Synergy_ZIP=1.31, Synergy_Bliss=-0.595, Synergy_Loewe=-2.69, Synergy_HSA=2.71. (4) Synergy scores: CSS=-3.48, Synergy_ZIP=0.300, Synergy_Bliss=-3.47, Synergy_Loewe=-1.03, Synergy_HSA=-6.03. Drug 2: C1CNP(=O)(OC1)N(CCCl)CCCl. Cell line: PC-3. Drug 1: CCN(CC)CCNC(=O)C1=C(NC(=C1C)C=C2C3=C(C=CC(=C3)F)NC2=O)C. (5) Cell line: HCT116. Drug 2: CC(C)(C#N)C1=CC=C(C=C1)N2C3=C4C=C(C=CC4=NC=C3N(C2=O)C)C5=CC6=CC=CC=C6N=C5. Synergy scores: CSS=64.4, Synergy_ZIP=0.136, Synergy_Bliss=0.225, Synergy_Loewe=-2.05, Synergy_HSA=1.42. Drug 1: B(C(CC(C)C)NC(=O)C(CC1=CC=CC=C1)NC(=O)C2=NC=CN=C2)(O)O. (6) Drug 1: C1CN1C2=NC(=NC(=N2)N3CC3)N4CC4. Drug 2: CC1C(C(CC(O1)OC2CC(CC3=C2C(=C4C(=C3O)C(=O)C5=C(C4=O)C(=CC=C5)OC)O)(C(=O)CO)O)N)O.Cl. Cell line: MALME-3M. Synergy scores: CSS=36.6, Synergy_ZIP=-4.19, Synergy_Bliss=-1.41, Synergy_Loewe=0.994, Synergy_HSA=1.51. (7) Drug 1: C1=CC(=CC=C1CCCC(=O)O)N(CCCl)CCCl. Drug 2: C1CN1P(=S)(N2CC2)N3CC3. Cell line: HCT-15. Synergy scores: CSS=34.2, Synergy_ZIP=-6.74, Synergy_Bliss=-2.42, Synergy_Loewe=-3.51, Synergy_HSA=-0.797. (8) Drug 1: C1=CC(=CC=C1CC(C(=O)O)N)N(CCCl)CCCl.Cl. Drug 2: CC1CCC2CC(C(=CC=CC=CC(CC(C(=O)C(C(C(=CC(C(=O)CC(OC(=O)C3CCCCN3C(=O)C(=O)C1(O2)O)C(C)CC4CCC(C(C4)OC)OCCO)C)C)O)OC)C)C)C)OC. Cell line: UACC62. Synergy scores: CSS=17.0, Synergy_ZIP=-0.0854, Synergy_Bliss=6.00, Synergy_Loewe=4.12, Synergy_HSA=8.47. (9) Synergy scores: CSS=18.6, Synergy_ZIP=-3.01, Synergy_Bliss=-0.683, Synergy_Loewe=-5.33, Synergy_HSA=0.0333. Cell line: BT-549. Drug 1: C1=CC=C(C(=C1)C(C2=CC=C(C=C2)Cl)C(Cl)Cl)Cl. Drug 2: C1CN(CCN1C(=O)CCBr)C(=O)CCBr. (10) Drug 1: C1CCC(CC1)NC(=O)N(CCCl)N=O. Drug 2: C1CN(P(=O)(OC1)NCCCl)CCCl. Cell line: CCRF-CEM. Synergy scores: CSS=12.6, Synergy_ZIP=-13.8, Synergy_Bliss=-11.1, Synergy_Loewe=-26.8, Synergy_HSA=-10.4.